This data is from Reaction yield outcomes from USPTO patents with 853,638 reactions. The task is: Predict the reaction yield, written as a fraction of the theoretical maximum amount of product (1.0 means a 100% yield; for example, 0.34 means a 34% yield). (1) The reactants are [S:1]1[CH:5]=[CH:4][N:3]=[C:2]1[C:6]1[NH:7][C:8]2[C:13]([CH:14]=1)=[CH:12][CH:11]=[CH:10][C:9]=2[CH2:15]O.[CH3:17][N:18]1[CH:22]=[CH:21][N:20]=[C:19]1[SH:23].C(P(CCCC)CCCC)CCC.N(C(N1CCCCC1)=O)=NC(N1CCCCC1)=O. The catalyst is O1CCCC1.O. The product is [CH3:17][N:18]1[CH:22]=[CH:21][N:20]=[C:19]1[S:23][CH2:15][C:9]1[CH:10]=[CH:11][CH:12]=[C:13]2[C:8]=1[NH:7][C:6]([C:2]1[S:1][CH:5]=[CH:4][N:3]=1)=[CH:14]2. The yield is 0.660. (2) The yield is 0.500. The product is [ClH:18].[F:1][C:2]1[CH:7]=[CH:6][C:5]([C:8]#[C:9][C:10]2[CH:11]=[C:12]([CH:16]=[N:19][OH:20])[CH:13]=[N:14][CH:15]=2)=[CH:4][CH:3]=1. The reactants are [F:1][C:2]1[CH:7]=[CH:6][C:5]([C:8]#[C:9][C:10]2[CH:11]=[C:12]([CH:16]=O)[CH:13]=[N:14][CH:15]=2)=[CH:4][CH:3]=1.[ClH:18].[NH2:19][OH:20].C(=O)([O-])[O-].[K+].[K+]. No catalyst specified. (3) The product is [C:14]([C:3](=[C:32]1[N:30]([CH3:31])[CH2:29][CH:16]([CH2:17][OH:18])[O:33]1)[CH:4]=[C:5]1[C:13](=[O:42])[C:12]2[C:7](=[CH:8][CH:9]=[CH:10][CH:11]=2)[NH:6]1)#[N:15]. No catalyst specified. The yield is 0.550. The reactants are C([C:3]([C:14]#[N:15])=[CH:4][C:5]1[NH:6][C:7]2[C:12]([CH:13]=1)=[CH:11][CH:10]=[CH:9][CH:8]=2)#N.[CH3:16][C:17](N1C2C(=CC=CC=2)C(O)=C1)=[O:18].[CH3:29][N:30]([CH:32]=[O:33])[CH3:31].C(N(CC)CC)C.C[OH:42].